The task is: Predict the product of the given reaction.. This data is from Forward reaction prediction with 1.9M reactions from USPTO patents (1976-2016). (1) Given the reactants [F:1][C:2]1[CH:47]=[CH:46][C:5]([CH2:6][N:7]([CH2:43][CH2:44][OH:45])[C:8]([C:10]2[C:15]([O:16][CH2:17][C:18]3[CH:23]=[CH:22][C:21]([O:24][CH3:25])=[CH:20][CH:19]=3)=[C:14]([O:26][CH2:27][C:28]3[CH:33]=[CH:32][C:31]([O:34][CH3:35])=[CH:30][CH:29]=3)[N:13]=[C:12]([C:36]3[CH:41]=[CH:40][C:39]([CH3:42])=[CH:38][CH:37]=3)[N:11]=2)=[O:9])=[CH:4][CH:3]=1.CCN(C(C)C)C(C)C.[CH3:57][S:58](Cl)(=[O:60])=[O:59], predict the reaction product. The product is: [CH3:25][O:24][C:21]1[CH:20]=[CH:19][C:18]([CH2:17][O:16][C:15]2[C:10]([C:8]([N:7]([CH2:6][C:5]3[CH:4]=[CH:3][C:2]([F:1])=[CH:47][CH:46]=3)[CH2:43][CH2:44][O:45][S:58]([CH3:57])(=[O:60])=[O:59])=[O:9])=[N:11][C:12]([C:36]3[CH:37]=[CH:38][C:39]([CH3:42])=[CH:40][CH:41]=3)=[N:13][C:14]=2[O:26][CH2:27][C:28]2[CH:33]=[CH:32][C:31]([O:34][CH3:35])=[CH:30][CH:29]=2)=[CH:23][CH:22]=1. (2) Given the reactants [C:1]([N:4]1[CH2:9][CH2:8][CH:7]([CH2:10][C:11]([NH:13][C:14]2[CH:19]=[CH:18][C:17](Br)=[CH:16][CH:15]=2)=[O:12])[CH2:6][CH2:5]1)(=[O:3])[CH3:2].[F:21][C:22]1[CH:23]=[C:24](B(O)O)[CH:25]=[C:26]([F:28])[CH:27]=1, predict the reaction product. The product is: [C:1]([N:4]1[CH2:9][CH2:8][CH:7]([CH2:10][C:11]([NH:13][C:14]2[CH:19]=[CH:18][C:17]([C:24]3[CH:23]=[C:22]([F:21])[CH:27]=[C:26]([F:28])[CH:25]=3)=[CH:16][CH:15]=2)=[O:12])[CH2:6][CH2:5]1)(=[O:3])[CH3:2]. (3) Given the reactants Cl[CH2:2][CH2:3][CH2:4][CH2:5][N:6]1[C:10]2[CH:11]=[CH:12][CH:13]=[CH:14][C:9]=2[N:8]=[CH:7]1.[N:15]1[CH:20]=[CH:19][CH:18]=[N:17][C:16]=1[CH:21]1[CH2:26][CH2:25][NH:24][CH2:23][CH2:22]1.C(N(C(C)C)CC)(C)C.[I-].[K+], predict the reaction product. The product is: [N:6]1([CH2:5][CH2:4][CH2:3][CH2:2][N:24]2[CH2:23][CH2:22][CH:21]([C:16]3[N:15]=[CH:20][CH:19]=[CH:18][N:17]=3)[CH2:26][CH2:25]2)[C:10]2[CH:11]=[CH:12][CH:13]=[CH:14][C:9]=2[N:8]=[CH:7]1. (4) Given the reactants C(NC(C)C)(C)C.C([Li])CCC.[C:13]([O:16][CH3:17])(=[O:15])[CH3:14].[Li+].CC([N-]C(C)C)C.[Br:26][C:27]1[CH:36]=[C:35]2[C:30]([CH2:31][C:32]([CH3:45])([CH3:44])[CH2:33]/[C:34]/2=[N:37]\[S:38]([C:40]([CH3:43])([CH3:42])[CH3:41])=[O:39])=[CH:29][CH:28]=1.C([O-])(O)=O.[Na+], predict the reaction product. The product is: [Br:26][C:27]1[CH:36]=[C:35]2[C:30]([CH2:31][C:32]([CH3:45])([CH3:44])[CH2:33][C:34]2([CH2:14][C:13]([O:16][CH3:17])=[O:15])[NH:37][S:38]([C:40]([CH3:43])([CH3:42])[CH3:41])=[O:39])=[CH:29][CH:28]=1. (5) Given the reactants [CH:1]1[C:10]2[C:5](=[CH:6][CH:7]=[CH:8][C:9]=2[CH2:11][C:12]([OH:14])=O)[CH:4]=[CH:3][N:2]=1.[Br:15][C:16]1[C:17]([C:22]2[NH:26][N:25]=[CH:24][N:23]=2)=[C:18]([NH2:21])[S:19][CH:20]=1, predict the reaction product. The product is: [Br:15][C:16]1[C:17]([C:22]2[NH:26][N:25]=[CH:24][N:23]=2)=[C:18]([NH:21][C:12](=[O:14])[CH2:11][C:9]2[CH:8]=[CH:7][CH:6]=[C:5]3[C:10]=2[CH:1]=[N:2][CH:3]=[CH:4]3)[S:19][CH:20]=1. (6) The product is: [CH3:1][C:2]1[C:9]([N+:10]([O-:12])=[O:11])=[CH:8][CH:7]=[CH:6][C:3]=1[CH:4]=[O:5]. Given the reactants [CH3:1][C:2]1[C:9]([N+:10]([O-:12])=[O:11])=[CH:8][CH:7]=[CH:6][C:3]=1[CH2:4][OH:5], predict the reaction product. (7) Given the reactants [F:1][C:2]1[CH:7]=[C:6]([S:8][CH3:9])[CH:5]=[CH:4][C:3]=1[NH:10][C:11]1[N:15]2[CH:16]=[N:17][CH:18]=[CH:19][C:14]2=[CH:13][C:12]=1[C:20]([OH:22])=O.[CH:23]([O:25][CH2:26][CH2:27][O:28][NH2:29])=[CH2:24].C1C=CC2N(O)N=NC=2C=1.CCN=C=NCCCN(C)C.Cl.CCN(C(C)C)C(C)C, predict the reaction product. The product is: [CH:23]([O:25][CH2:26][CH2:27][O:28][NH:29][C:20]([C:12]1[CH:13]=[C:14]2[CH:19]=[CH:18][N:17]=[CH:16][N:15]2[C:11]=1[NH:10][C:3]1[CH:4]=[CH:5][C:6]([S:8][CH3:9])=[CH:7][C:2]=1[F:1])=[O:22])=[CH2:24]. (8) Given the reactants C(=O)([O-])[O-].[Cs+].[Cs+].[NH2:7][C:8]1[CH:9]=[CH:10][C:11]([F:15])=[C:12]([OH:14])[CH:13]=1.Cl[C:17]1[C:26]2[C:21](=[CH:22][C:23]([O:29][CH3:30])=[C:24]([O:27][CH3:28])[CH:25]=2)[N:20]=[CH:19][N:18]=1, predict the reaction product. The product is: [CH3:28][O:27][C:24]1[CH:25]=[C:26]2[C:21](=[CH:22][C:23]=1[O:29][CH3:30])[N:20]=[CH:19][N:18]=[C:17]2[O:14][C:12]1[CH:13]=[C:8]([CH:9]=[CH:10][C:11]=1[F:15])[NH2:7].